Task: Predict the reaction yield, written as a fraction of the theoretical maximum amount of product (1.0 means a 100% yield; for example, 0.34 means a 34% yield).. Dataset: Reaction yield outcomes from USPTO patents with 853,638 reactions (1) The reactants are [C:1]([O:18][CH2:19][C@H:20]([CH2:41][O:42]CC1C=CC(OC)=CC=1)[O:21][C:22](=[O:40])[CH2:23][CH2:24][CH2:25][CH2:26][CH2:27][CH2:28][CH2:29]/[CH:30]=[CH:31]\[CH2:32]/[CH:33]=[CH:34]\[CH2:35][CH2:36][CH2:37][CH2:38][CH3:39])(=[O:17])[CH2:2][CH2:3][CH2:4][CH2:5][CH2:6][CH2:7][CH2:8][CH2:9][CH2:10][CH2:11][CH2:12][CH2:13][CH2:14][CH2:15][CH3:16].O.O=[N+]([O-])[O-].[O-][N+](=O)[O-].[O-][N+](=O)[O-].[O-][N+](=O)[O-].[O-][N+](=O)[O-].[O-][N+](=O)[O-].[Ce+4].[NH4+].[NH4+].C(Cl)Cl. The catalyst is C(#N)C. The product is [C:1]([O:18][CH2:19][C@H:20]([CH2:41][OH:42])[O:21][C:22](=[O:40])[CH2:23][CH2:24][CH2:25][CH2:26][CH2:27][CH2:28][CH2:29]/[CH:30]=[CH:31]\[CH2:32]/[CH:33]=[CH:34]\[CH2:35][CH2:36][CH2:37][CH2:38][CH3:39])(=[O:17])[CH2:2][CH2:3][CH2:4][CH2:5][CH2:6][CH2:7][CH2:8][CH2:9][CH2:10][CH2:11][CH2:12][CH2:13][CH2:14][CH2:15][CH3:16]. The yield is 0.210. (2) The reactants are [CH3:1][C:2]1[CH:8]=[CH:7][CH:6]=[CH:5][C:3]=1[NH2:4].Cl[C:10]1[CH:27]=[C:14]2[C:15]3[C:20]([CH2:21][CH2:22][N:13]2[C:12](=[O:28])[N:11]=1)=[CH:19][C:18]([O:23][CH3:24])=[C:17]([O:25][CH3:26])[CH:16]=3. The catalyst is CC(O)C. The product is [CH3:24][O:23][C:18]1[CH:19]=[C:20]2[C:15](=[CH:16][C:17]=1[O:25][CH3:26])[C:14]1=[CH:27][C:10](=[N:4][C:3]3[CH:5]=[CH:6][CH:7]=[CH:8][C:2]=3[CH3:1])[NH:11][C:12](=[O:28])[N:13]1[CH2:22][CH2:21]2. The yield is 1.00. (3) The reactants are [Cl:1][C:2]1[C:11]([C@@H:12]([N:14]2[C:22](=[O:23])C3C(=CC=CC=3)C2=O)[CH3:13])=[CH:10][C:9]2[C:4](=[CH:5][C:6]([F:25])=[CH:7][CH:8]=2)[N:3]=1.NN.O(C([O:31][C:32]([CH3:35])([CH3:34])[CH3:33])=O)C([O:31][C:32]([CH3:35])([CH3:34])[CH3:33])=O. The catalyst is CCO.C1COCC1. The product is [Cl:1][C:2]1[C:11]([C@@H:12]([NH:14][C:22](=[O:23])[O:31][C:32]([CH3:35])([CH3:34])[CH3:33])[CH3:13])=[CH:10][C:9]2[C:4](=[CH:5][C:6]([F:25])=[CH:7][CH:8]=2)[N:3]=1. The yield is 0.760. (4) The reactants are [CH3:1][O:2][C:3]1[CH:8]=[C:7]([O:9][CH3:10])[CH:6]=[CH:5][C:4]=1[CH2:11][CH2:12][CH2:13][CH2:14][OH:15].[CH3:16][S:17](Cl)(=[O:19])=[O:18]. The catalyst is C(N(CC)CC)C. The product is [CH3:1][O:2][C:3]1[CH:8]=[C:7]([O:9][CH3:10])[CH:6]=[CH:5][C:4]=1[CH2:11][CH2:12][CH2:13][CH2:14][O:15][S:17]([CH3:16])(=[O:19])=[O:18]. The yield is 0.800.